This data is from Forward reaction prediction with 1.9M reactions from USPTO patents (1976-2016). The task is: Predict the product of the given reaction. Given the reactants N1CCCCC1.[C:7]([O:11][C:12]([NH:14][CH2:15][C:16]1[CH:46]=[CH:45][C:44]([Cl:47])=[CH:43][C:17]=1[CH2:18][NH:19][C:20]([C@@H:22]1[CH2:25][CH2:24][N:23]1C(OCC1C2C=CC=CC=2C2C1=CC=CC=2)=O)=[O:21])=[O:13])([CH3:10])([CH3:9])[CH3:8], predict the reaction product. The product is: [NH:23]1[CH2:24][CH2:25][C@H:22]1[C:20]([NH:19][CH2:18][C:17]1[CH:43]=[C:44]([Cl:47])[CH:45]=[CH:46][C:16]=1[CH2:15][NH:14][C:12](=[O:13])[O:11][C:7]([CH3:10])([CH3:9])[CH3:8])=[O:21].